Dataset: Forward reaction prediction with 1.9M reactions from USPTO patents (1976-2016). Task: Predict the product of the given reaction. (1) Given the reactants CS(C)=O.C(Cl)(=O)C(Cl)=O.C(=O)=O.CC(C)=O.[OH:18][CH2:19][C@@H:20]1[CH2:24][C:23]([CH3:25])=[CH:22][N:21]1[C:26]([C:28]1[CH:33]=[C:32]([O:34][CH3:35])[C:31]([O:36][Si:37]([CH:44]([CH3:46])[CH3:45])([CH:41]([CH3:43])[CH3:42])[CH:38]([CH3:40])[CH3:39])=[CH:30][C:29]=1[NH:47][C:48](=[O:53])[O:49][CH2:50][CH:51]=[CH2:52])=[O:27].C(N(CC)CC)C, predict the reaction product. The product is: [OH:18][C@@H:19]1[N:47]([C:48]([O:49][CH2:50][CH:51]=[CH2:52])=[O:53])[C:29]2[CH:30]=[C:31]([O:36][Si:37]([CH:41]([CH3:42])[CH3:43])([CH:44]([CH3:45])[CH3:46])[CH:38]([CH3:39])[CH3:40])[C:32]([O:34][CH3:35])=[CH:33][C:28]=2[C:26](=[O:27])[N:21]2[CH:22]=[C:23]([CH3:25])[CH2:24][C@@H:20]12. (2) Given the reactants FC(F)(F)C(O)=O.[NH2:8][CH2:9][CH2:10][CH:11]1[CH2:16][CH2:15][N:14]([C:17]2[C:18]3[S:25][C:24]([C:26]([NH2:28])=[O:27])=[CH:23][C:19]=3[N:20]=[CH:21][N:22]=2)[CH2:13][CH2:12]1.CN(C(ON1N=NC2C=CC=NC1=2)=[N+](C)C)C.F[P-](F)(F)(F)(F)F.[S:53]1[CH:57]=[CH:56][CH:55]=[C:54]1[C:58](O)=[O:59].CCN(C(C)C)C(C)C, predict the reaction product. The product is: [S:53]1[CH:57]=[CH:56][CH:55]=[C:54]1[C:58]([NH:8][CH2:9][CH2:10][CH:11]1[CH2:16][CH2:15][N:14]([C:17]2[C:18]3[S:25][C:24]([C:26]([NH2:28])=[O:27])=[CH:23][C:19]=3[N:20]=[CH:21][N:22]=2)[CH2:13][CH2:12]1)=[O:59]. (3) The product is: [Si:16]([O:15][CH2:14][C@@H:9]([OH:8])[C@@H:10]([OH:13])[C@H:11]([OH:12])[C@H:5]([NH:4][C:1](=[O:3])[CH3:2])[CH:6]=[O:7])([C:29]([CH3:32])([CH3:31])[CH3:30])([C:23]1[CH:24]=[CH:25][CH:26]=[CH:27][CH:28]=1)[C:17]1[CH:22]=[CH:21][CH:20]=[CH:19][CH:18]=1. Given the reactants [C:1]([NH:4][C@H:5]1[C@@H:11]([OH:12])[C@H:10]([OH:13])[C@@H:9]([CH2:14][OH:15])[O:8][CH:6]1[OH:7])(=[O:3])[CH3:2].[Si:16](Cl)([C:29]([CH3:32])([CH3:31])[CH3:30])([C:23]1[CH:28]=[CH:27][CH:26]=[CH:25][CH:24]=1)[C:17]1[CH:22]=[CH:21][CH:20]=[CH:19][CH:18]=1, predict the reaction product. (4) Given the reactants [Br:1][C:2]1[CH:11]=[CH:10][C:9]2[O:8][C@H:7]3[CH2:12][CH2:13][O:14][CH2:15][C@@H:6]3[C@:5]3([C:19](=[O:20])[NH:18][C:17](=[O:21])[NH:16]3)[C:4]=2[CH:3]=1.[C:22]([O-])([O-])=O.[K+].[K+].IC, predict the reaction product. The product is: [Br:1][C:2]1[CH:11]=[CH:10][C:9]2[O:8][C@H:7]3[CH2:12][CH2:13][O:14][CH2:15][C@@H:6]3[C@:5]3([C:19](=[O:20])[N:18]([CH3:22])[C:17](=[O:21])[NH:16]3)[C:4]=2[CH:3]=1. (5) The product is: [CH3:12][C:11]1[C:2]([CH3:1])([CH2:3][CH2:4][CH2:5][CH2:6][S:7]([OH:10])(=[O:9])=[O:8])[C:33]2[C:34](=[CH:35][CH:36]=[C:37]([S:7]([OH:10])(=[O:9])=[O:8])[CH:38]=2)[N:39]=1. Given the reactants [CH3:1][CH:2]([C:11](=O)[CH3:12])[CH2:3][CH2:4][CH2:5][CH2:6][S:7]([OH:10])(=[O:9])=[O:8].N[C@H](C(O)=O)CCCCN.CN(C(ON1N=[N:39][C:34]2[CH:35]=[CH:36][CH:37]=[CH:38][C:33]1=2)=[N+](C)C)C.F[P-](F)(F)(F)(F)F.CN1CCOCC1.CCN(C(C)C)C(C)C, predict the reaction product. (6) Given the reactants [BH-](OC(C)=O)(OC(C)=O)OC(C)=O.[Na+].[Cl:15][C:16]1[CH:17]=[CH:18][C:19]([CH:40]=O)=[C:20]([C:22]2[CH:23]=[CH:24][C:25]([C:28]([NH:30][CH2:31][CH2:32][C:33]([O:35][C:36]([CH3:39])([CH3:38])[CH3:37])=[O:34])=[O:29])=[N:26][CH:27]=2)[CH:21]=1.[Br:42][C:43]1[CH:49]=[CH:48][C:46]([NH2:47])=[CH:45][CH:44]=1, predict the reaction product. The product is: [Br:42][C:43]1[CH:49]=[CH:48][C:46]([NH:47][CH2:40][C:19]2[CH:18]=[CH:17][C:16]([Cl:15])=[CH:21][C:20]=2[C:22]2[CH:23]=[CH:24][C:25]([C:28]([NH:30][CH2:31][CH2:32][C:33]([O:35][C:36]([CH3:37])([CH3:38])[CH3:39])=[O:34])=[O:29])=[N:26][CH:27]=2)=[CH:45][CH:44]=1.